Predict the reaction yield, written as a fraction of the theoretical maximum amount of product (1.0 means a 100% yield; for example, 0.34 means a 34% yield). From a dataset of Reaction yield outcomes from USPTO patents with 853,638 reactions. (1) The reactants are [NH2:1][C:2]1[C:17]([F:18])=[CH:16][C:5]([O:6][C:7]2[CH:12]=[CH:11][N:10]=[C:9]([C:13]([NH2:15])=[O:14])[CH:8]=2)=[C:4]([F:19])[CH:3]=1.C(N(C(C)C)CC)(C)C.COC1C=CC(CNC2N=CN=C(OC3C=CC(N[C:51]([NH:53][C:54](=[O:63])[CH2:55][C:56]4[CH:61]=[CH:60][C:59]([F:62])=[CH:58][CH:57]=4)=[O:52])=CC=3F)C=2)=CC=1.FC1C=CC(CC(N=C=O)=O)=CC=1. The catalyst is C1COCC1. The product is [C:13]([C:9]1[CH:8]=[C:7]([O:6][C:5]2[C:4]([F:19])=[CH:3][C:2]([NH:1][C:51]([NH:53][C:54](=[O:63])[CH2:55][C:56]3[CH:61]=[CH:60][C:59]([F:62])=[CH:58][CH:57]=3)=[O:52])=[C:17]([F:18])[CH:16]=2)[CH:12]=[CH:11][N:10]=1)(=[O:14])[NH2:15]. The yield is 0.910. (2) The reactants are [CH3:1][Si](C)(C)N[Si](C)(C)C.[Na].[CH:11]([C:13]1[CH2:18][CH2:17][CH2:16][CH2:15][C:14]=1[C:19]1[CH:24]=[CH:23][C:22]([NH:25][C:26](=[O:35])[C:27]2[C:32]([F:33])=[CH:31][CH:30]=[CH:29][C:28]=2[F:34])=[CH:21][CH:20]=1)=O. The catalyst is C1COCC1. The product is [CH:11]([C:13]1[CH2:18][CH2:17][CH2:16][CH2:15][C:14]=1[C:19]1[CH:24]=[CH:23][C:22]([NH:25][C:26](=[O:35])[C:27]2[C:32]([F:33])=[CH:31][CH:30]=[CH:29][C:28]=2[F:34])=[CH:21][CH:20]=1)=[CH2:1]. The yield is 0.600. (3) The reactants are [CH2:1]([C:3]1[S:4][C:5]([C:13]2[CH:18]=[CH:17][C:16]([C:19]([F:22])([F:21])[F:20])=[CH:15][CH:14]=2)=[CH:6][C:7]=1[C:8](OCC)=[O:9])[CH3:2].[H-].[Al+3].[Li+].[H-].[H-].[H-].O. The catalyst is O1CCCC1.[O-2].[O-2].[Mn+4]. The product is [CH2:1]([C:3]1[S:4][C:5]([C:13]2[CH:18]=[CH:17][C:16]([C:19]([F:22])([F:20])[F:21])=[CH:15][CH:14]=2)=[CH:6][C:7]=1[CH:8]=[O:9])[CH3:2]. The yield is 0.980.